From a dataset of Forward reaction prediction with 1.9M reactions from USPTO patents (1976-2016). Predict the product of the given reaction. Given the reactants [OH-].[Na+].C[O:4][C:5](=[O:18])[C:6]1[CH:15]=[CH:14][CH:13]=[C:8]([C:9]([O:11]C)=[O:10])[C:7]=1[O:16][CH3:17].[CH3:19]O, predict the reaction product. The product is: [CH3:19][C:14]1[CH:13]=[C:8]([C:9]([OH:11])=[O:10])[C:7]([O:16][CH3:17])=[C:6]([CH:15]=1)[C:5]([OH:4])=[O:18].